This data is from Full USPTO retrosynthesis dataset with 1.9M reactions from patents (1976-2016). The task is: Predict the reactants needed to synthesize the given product. (1) Given the product [O:2]=[C:3]1[C:8]([CH2:9][N:10]2[CH2:11][CH2:12][CH:13]([CH2:16][C:17]([C:19]3[C:20]([Cl:25])=[N:21][CH:22]=[CH:23][CH:24]=3)=[O:18])[CH2:14][CH2:15]2)=[CH:7][CH:6]=[CH:5][NH:4]1, predict the reactants needed to synthesize it. The reactants are: C[O:2][C:3]1[C:8]([CH2:9][N:10]2[CH2:15][CH2:14][CH:13]([CH2:16][C:17]([C:19]3[C:20]([Cl:25])=[N:21][CH:22]=[CH:23][CH:24]=3)=[O:18])[CH2:12][CH2:11]2)=[CH:7][CH:6]=[CH:5][N:4]=1.C(OC(=O)C)C.Cl. (2) Given the product [CH:20]1([CH2:23][O:24][C:25]2[CH:30]=[CH:29][C:28]([S:31]([CH3:34])(=[O:33])=[O:32])=[CH:27][C:26]=2[C:2]2[C:7]3[N:8]=[C:9]([C:12]4[CH:13]=[N:14][N:15]([CH3:17])[CH:16]=4)[N:10]=[CH:11][C:6]=3[C:5](=[O:18])[N:4]([CH3:19])[CH:3]=2)[CH2:21][CH2:22]1, predict the reactants needed to synthesize it. The reactants are: Br[C:2]1[C:7]2[N:8]=[C:9]([C:12]3[CH:13]=[N:14][N:15]([CH3:17])[CH:16]=3)[N:10]=[CH:11][C:6]=2[C:5](=[O:18])[N:4]([CH3:19])[CH:3]=1.[CH:20]1([CH2:23][O:24][C:25]2[CH:30]=[CH:29][C:28]([S:31]([CH3:34])(=[O:33])=[O:32])=[CH:27][C:26]=2B2OC(C)(C)C(C)(C)O2)[CH2:22][CH2:21]1.[O-]P([O-])([O-])=O.[K+].[K+].[K+]. (3) The reactants are: [F:1][C:2]1[CH:35]=[CH:34][C:5]([C:6](/[N:8]=[C:9]2\[NH:10][C:11]3[N:16]=[CH:15][C:14]([O:17][CH2:18][CH2:19][OH:20])=[CH:13][C:12]=3[N:21]\2[C@H:22]2[CH2:27][CH2:26][C@@H:25]([C:28](=[O:33])[NH:29][CH:30]([CH3:32])[CH3:31])[CH2:24][CH2:23]2)=[O:7])=[CH:4][CH:3]=1.CC(OI1(OC(C)=O)(OC(C)=O)OC(=O)C2C=CC=CC1=2)=O. Given the product [F:1][C:2]1[CH:3]=[CH:4][C:5]([C:6](/[N:8]=[C:9]2\[NH:10][C:11]3[N:16]=[CH:15][C:14]([O:17][CH2:18][CH:19]=[O:20])=[CH:13][C:12]=3[N:21]\2[C@H:22]2[CH2:23][CH2:24][C@@H:25]([C:28](=[O:33])[NH:29][CH:30]([CH3:31])[CH3:32])[CH2:26][CH2:27]2)=[O:7])=[CH:34][CH:35]=1, predict the reactants needed to synthesize it. (4) Given the product [N:1]([C:2]1[CH:11]=[CH:10][C:9]([OH:12])=[C:8]2[C:3]=1[CH:4]=[CH:5][C:6]([CH3:13])=[N:7]2)=[N+:18]=[N-:19], predict the reactants needed to synthesize it. The reactants are: [NH2:1][C:2]1[CH:11]=[CH:10][C:9]([OH:12])=[C:8]2[C:3]=1[CH:4]=[CH:5][C:6]([CH3:13])=[N:7]2.N([O-])=O.[Na+].[N-:18]=[N+:19]=[N-].[Na+].